From a dataset of Reaction yield outcomes from USPTO patents with 853,638 reactions. Predict the reaction yield, written as a fraction of the theoretical maximum amount of product (1.0 means a 100% yield; for example, 0.34 means a 34% yield). (1) The reactants are [CH:1]([C:3]1[CH:12]=[C:11]2[C:6]([CH:7]=[CH:8][C:9]([C@H:13]([O:15][C:16]([C@@H:18]3[CH2:23][CH2:22][CH2:21][N:20]([C:24](=[O:42])[C@@H:25]([NH:27][C:28](=[O:41])[C@@H:29]([NH:33]C(OC(C)(C)C)=O)[CH:30]([CH3:32])[CH3:31])[CH3:26])[NH:19]3)=[O:17])[CH3:14])=[N:10]2)=[CH:5][CH:4]=1)=[CH2:2].C[Si](OS(C(F)(F)F)(=O)=O)(C)C.[CH:55]1([CH2:58][C@H:59](/[CH:63]=[CH:64]/[CH3:65])[C:60]([OH:62])=O)[CH2:57][CH2:56]1.Cl.CN(C)CCCN=C=NCC.ON1C2C=CC=CC=2N=N1. The catalyst is ClCCl.C(#N)C. The product is [CH:1]([C:3]1[CH:12]=[C:11]2[C:6]([CH:7]=[CH:8][C:9]([C@H:13]([O:15][C:16]([C@@H:18]3[CH2:23][CH2:22][CH2:21][N:20]([C:24](=[O:42])[C@@H:25]([NH:27][C:28](=[O:41])[C@@H:29]([NH:33][C:60](=[O:62])[C@H:59]([CH2:58][CH:55]4[CH2:56][CH2:57]4)/[CH:63]=[CH:64]/[CH3:65])[CH:30]([CH3:31])[CH3:32])[CH3:26])[NH:19]3)=[O:17])[CH3:14])=[N:10]2)=[CH:5][CH:4]=1)=[CH2:2]. The yield is 0.390. (2) The catalyst is C1COCC1. The product is [OH:12][CH:9]1[CH2:10][C:11]2[C:2]([NH:1][C:20](=[O:21])[O:22][C:23]3[CH:28]=[CH:27][CH:26]=[CH:25][CH:24]=3)=[CH:3][CH:4]=[CH:5][C:6]=2[CH2:7][CH2:8]1. The yield is 0.480. The reactants are [NH2:1][C:2]1[CH:3]=[CH:4][CH:5]=[C:6]2[C:11]=1[CH2:10][CH:9]([OH:12])[CH2:8][CH2:7]2.N1C=CC=CC=1.Cl[C:20]([O:22][C:23]1[CH:28]=[CH:27][CH:26]=[CH:25][CH:24]=1)=[O:21].O. (3) The reactants are [CH3:1][CH:2]1[CH2:8][C:7]2[CH:9]=[C:10]3[O:15][CH2:14][O:13][C:11]3=[CH:12][C:6]=2[C:5]([C:16]2[CH:21]=[CH:20][C:19]([N+:22]([O-:24])=[O:23])=[CH:18][CH:17]=2)=[N:4][N:3]1[C:25](=[S:27])[NH2:26].Cl[CH:29]([CH3:33])[C:30](=O)[CH3:31]. The catalyst is CN(C)C=O. The product is [CH3:33][C:29]1[N:26]=[C:25]([N:3]2[CH:2]([CH3:1])[CH2:8][C:7]3[CH:9]=[C:10]4[O:15][CH2:14][O:13][C:11]4=[CH:12][C:6]=3[C:5]([C:16]3[CH:17]=[CH:18][C:19]([N+:22]([O-:24])=[O:23])=[CH:20][CH:21]=3)=[N:4]2)[S:27][C:30]=1[CH3:31]. The yield is 0.760. (4) The reactants are [Li+].[OH-].[CH2:3]([N:9]([CH3:20])[C:10]([CH:12]1[CH2:17][CH:16]2[CH2:18][CH:13]1[C:14](=[O:19])[O:15]2)=[O:11])[CH2:4][CH2:5][CH2:6][CH:7]=[CH2:8].Cl.Cl.[NH2:23][C@:24]1([C:29]([NH:31][S:32]([CH:35]2[CH2:37][CH2:36]2)(=[O:34])=[O:33])=[O:30])[CH2:26][C@H:25]1[CH:27]=[CH2:28].CN(C(ON1N=NC2C=CC=NC1=2)=[N+](C)C)C.F[P-](F)(F)(F)(F)F.CCN(C(C)C)C(C)C. The catalyst is CN(C=O)C. The product is [CH:35]1([S:32]([NH:31][C:29]([C:24]2([NH:23][C:14]([CH:13]3[CH2:18][CH:16]([OH:15])[CH2:17][CH:12]3[C:10]([N:9]([CH2:3][CH2:4][CH2:5][CH2:6][CH:7]=[CH2:8])[CH3:20])=[O:11])=[O:19])[CH2:26][CH:25]2[CH:27]=[CH2:28])=[O:30])(=[O:34])=[O:33])[CH2:37][CH2:36]1. The yield is 0.660. (5) The reactants are [H-].[Na+].[OH:3][CH:4]1[CH2:9][CH2:8][N:7]([CH3:10])[CH2:6][CH2:5]1.[Br:11][C:12]1[CH:17]=[C:16](F)[CH:15]=[C:14]([Br:19])[CH:13]=1.O. The catalyst is CN(C=O)C. The product is [Br:11][C:12]1[CH:17]=[C:16]([CH:15]=[C:14]([Br:19])[CH:13]=1)[O:3][CH:4]1[CH2:9][CH2:8][N:7]([CH3:10])[CH2:6][CH2:5]1. The yield is 0.540. (6) The reactants are [N+:1]([C:4]1[CH:5]=[C:6]([CH:8]=[CH:9][C:10]=1[C:11]([F:14])([F:13])[F:12])[NH2:7])([O-:3])=[O:2].[Br:15]Br. The catalyst is CC(O)=O. The product is [Br:15][C:8]1[CH:9]=[C:10]([C:11]([F:12])([F:13])[F:14])[C:4]([N+:1]([O-:3])=[O:2])=[CH:5][C:6]=1[NH2:7]. The yield is 0.930. (7) The reactants are [NH2:1][C:2]1[S:3][C:4]([C:7]#[C:8][C:9]2[CH:10]=[C:11]([CH:31]=[CH:32][C:33]=2[CH3:34])[C:12]([NH:14][C:15]2[CH:20]=[C:19]([C:21]([F:24])([F:23])[F:22])[CH:18]=[C:17]([N:25]3[CH:29]=[C:28]([CH3:30])[N:27]=[CH:26]3)[CH:16]=2)=[O:13])=[CH:5][N:6]=1.[CH3:35][C:36](OC(C)=O)=[O:37]. No catalyst specified. The product is [C:36]([NH:1][C:2]1[S:3][C:4]([C:7]#[C:8][C:9]2[CH:10]=[C:11]([CH:31]=[CH:32][C:33]=2[CH3:34])[C:12]([NH:14][C:15]2[CH:20]=[C:19]([C:21]([F:22])([F:24])[F:23])[CH:18]=[C:17]([N:25]3[CH:29]=[C:28]([CH3:30])[N:27]=[CH:26]3)[CH:16]=2)=[O:13])=[CH:5][N:6]=1)(=[O:37])[CH3:35]. The yield is 0.960. (8) The reactants are Br.Br.[CH2:3]1[C:9]2[CH:10]=[CH:11][C:12]([NH2:14])=[CH:13][C:8]=2[CH2:7][CH2:6][NH:5][CH2:4]1.[OH-:15].[Na+].[Cl:17][C:18]1[CH:23]=[CH:22][CH:21]=[CH:20][C:19]=1[S:24]([N:27]=[C:28]=[O:29])(=[O:26])=[O:25].C(O[CH2:33][CH3:34])C. The catalyst is C(Cl)Cl. The product is [Cl:17][C:18]1[CH:23]=[CH:22][CH:21]=[CH:20][C:19]=1[S:24]([NH:27][C:28]([N:5]1[CH2:4][CH2:3][C:9]2[CH:10]=[CH:11][C:12]([NH:14][C:28](=[O:29])[NH:27][S:24]([C:34]3[CH:33]=[CH:21][CH:20]=[CH:19][C:18]=3[Cl:17])(=[O:25])=[O:15])=[CH:13][C:8]=2[CH2:7][CH2:6]1)=[O:29])(=[O:26])=[O:25]. The yield is 0.0700. (9) The reactants are [CH2:1]([O:8][CH2:9][N:10]1[C:14]([Br:15])=[CH:13][C:12]([C:16]([O:18][CH2:19][CH3:20])=[O:17])=[C:11]1[CH2:21][O:22]C)[C:2]1[CH:7]=[CH:6][CH:5]=[CH:4][CH:3]=1.BrC1N(COCC[Si](C)(C)C)C(COC)=C(C(OCC)=O)C=1. No catalyst specified. The product is [CH2:1]([O:8][CH2:9][N:10]1[C:14]([Br:15])=[CH:13][C:12]([C:16]([O:18][CH2:19][CH3:20])=[O:17])=[C:11]1[CH:21]=[O:22])[C:2]1[CH:7]=[CH:6][CH:5]=[CH:4][CH:3]=1. The yield is 0.950.